From a dataset of Catalyst prediction with 721,799 reactions and 888 catalyst types from USPTO. Predict which catalyst facilitates the given reaction. (1) Reactant: N1C2C=CC=C(C=O)C=2C=C1.[N:12]([C:15](=[CH:20][C:21]1[CH:29]=[CH:28][CH:27]=[C:26]2[C:22]=1[CH:23]=[CH:24][NH:25]2)[C:16]([O:18][CH3:19])=[O:17])=[N+]=[N-].CN(C(ON1N=NC2C=CC=NC1=2)=[N+](C)C)C.F[P-](F)(F)(F)(F)F.CCN(C(C)C)C(C)C. Product: [CH:20]1[C:21]2=[C:22]3[C:26]([CH:27]=[CH:28][C:29]2=[N:12][C:15]=1[C:16]([O:18][CH3:19])=[O:17])=[N:25][CH:24]=[CH:23]3. The catalyst class is: 3. (2) Reactant: [F:1][C:2]1[C:3]([F:18])=[C:4]([F:17])[C:5]([F:16])=C2[C:11]=1[C:10]([F:12])=[C:9](F)[C:8]([F:14])=[C:7]2[F:15].[CH2:19](O)[CH3:20].O.[NH2:23][NH2:24]. Product: [F:1][C:2]1[C:11]2[C:10]([F:12])=[C:9]([NH:23][NH2:24])[C:8]([F:14])=[C:7]([F:15])[CH2:19][C:20]=2[C:5]([F:16])=[C:4]([F:17])[C:3]=1[F:18]. The catalyst class is: 6.